Dataset: Forward reaction prediction with 1.9M reactions from USPTO patents (1976-2016). Task: Predict the product of the given reaction. (1) Given the reactants [F:1][C:2]([F:13])([F:12])[C:3]1[C:7]([C:8](O)=[O:9])=[CH:6][N:5]([CH3:11])[N:4]=1.C(Cl)(=O)C([Cl:17])=O, predict the reaction product. The product is: [CH3:11][N:5]1[CH:6]=[C:7]([C:8]([Cl:17])=[O:9])[C:3]([C:2]([F:13])([F:12])[F:1])=[N:4]1. (2) Given the reactants [N:1]1([CH2:7][CH2:8][OH:9])[CH2:6][CH2:5][NH:4][CH2:3][CH2:2]1.Cl[C:11]1[CH:12]=[CH:13][C:14]([N+:33]([O-:35])=[O:34])=[C:15]([CH:32]=1)[C:16]([NH:18][C:19]1[CH:24]=[C:23]([C:25]([NH:27][CH:28]2[CH2:30][CH2:29]2)=[O:26])[CH:22]=[CH:21][C:20]=1[CH3:31])=[O:17], predict the reaction product. The product is: [CH:28]1([NH:27][C:25]([C:23]2[CH:22]=[CH:21][C:20]([CH3:31])=[C:19]([NH:18][C:16](=[O:17])[C:15]3[CH:32]=[C:11]([N:4]4[CH2:5][CH2:6][N:1]([CH2:7][CH2:8][OH:9])[CH2:2][CH2:3]4)[CH:12]=[CH:13][C:14]=3[N+:33]([O-:35])=[O:34])[CH:24]=2)=[O:26])[CH2:30][CH2:29]1.